This data is from Catalyst prediction with 721,799 reactions and 888 catalyst types from USPTO. The task is: Predict which catalyst facilitates the given reaction. (1) Reactant: [Br:1][C:2]1[C:3]([NH:10][CH2:11][CH3:12])=[C:4]([NH2:9])[C:5]([Cl:8])=[N:6][CH:7]=1.Cl.CN(C)CCCN=C=NCC.[C:25]([CH2:27][C:28](O)=[O:29])#[N:26].CN1CCOCC1. Product: [Br:1][C:2]1[C:3]([NH:10][CH2:11][CH3:12])=[C:4]([NH:9][C:28](=[O:29])[CH2:27][C:25]#[N:26])[C:5]([Cl:8])=[N:6][CH:7]=1. The catalyst class is: 2. (2) Reactant: [CH3:1][N:2]1[C:6]2[CH:7]=[CH:8][C:9]([CH2:11][C:12](=[O:14])[CH3:13])=[CH:10][C:5]=2[N:4]([CH3:15])[C:3]1=[O:16].[CH3:17][C:18]1[CH:19]=[C:20]([CH:23]=[CH:24][CH:25]=1)[CH:21]=O.N1CCCCC1. Product: [C:12]([C:11]([C:9]1[CH:8]=[CH:7][C:6]2[N:2]([CH3:1])[C:3](=[O:16])[N:4]([CH3:15])[C:5]=2[CH:10]=1)=[CH:17][C:18]1[CH:19]=[C:20]([CH3:21])[CH:23]=[CH:24][CH:25]=1)(=[O:14])[CH3:13]. The catalyst class is: 11. (3) Reactant: [O:1]=[C:2]1[CH2:7][CH2:6][CH:5]([C:8]([O:10][CH2:11][CH3:12])=[O:9])[CH2:4][CH2:3]1.[Li+].[CH3:14][Si]([N-][Si](C)(C)C)(C)C.IC.CC(=O)OCC. Product: [CH3:14][CH:3]1[C:2](=[O:1])[CH2:7][CH2:6][CH:5]([C:8]([O:10][CH2:11][CH3:12])=[O:9])[CH2:4]1. The catalyst class is: 20.